This data is from NCI-60 drug combinations with 297,098 pairs across 59 cell lines. The task is: Regression. Given two drug SMILES strings and cell line genomic features, predict the synergy score measuring deviation from expected non-interaction effect. (1) Drug 2: CCC1(C2=C(COC1=O)C(=O)N3CC4=CC5=C(C=CC(=C5CN(C)C)O)N=C4C3=C2)O.Cl. Drug 1: C1=CC(=CC=C1CCC2=CNC3=C2C(=O)NC(=N3)N)C(=O)NC(CCC(=O)O)C(=O)O. Synergy scores: CSS=18.8, Synergy_ZIP=2.55, Synergy_Bliss=8.17, Synergy_Loewe=7.45, Synergy_HSA=7.61. Cell line: NCI-H322M. (2) Drug 1: CCCCCOC(=O)NC1=NC(=O)N(C=C1F)C2C(C(C(O2)C)O)O. Drug 2: CCN(CC)CCCC(C)NC1=C2C=C(C=CC2=NC3=C1C=CC(=C3)Cl)OC. Cell line: HL-60(TB). Synergy scores: CSS=14.4, Synergy_ZIP=-1.76, Synergy_Bliss=1.01, Synergy_Loewe=2.65, Synergy_HSA=2.90. (3) Drug 1: C1=NC2=C(N1)C(=S)N=C(N2)N. Drug 2: C#CCC(CC1=CN=C2C(=N1)C(=NC(=N2)N)N)C3=CC=C(C=C3)C(=O)NC(CCC(=O)O)C(=O)O. Cell line: HT29. Synergy scores: CSS=27.4, Synergy_ZIP=-4.36, Synergy_Bliss=-7.20, Synergy_Loewe=-13.2, Synergy_HSA=-6.80. (4) Drug 1: CN(C)N=NC1=C(NC=N1)C(=O)N. Drug 2: CC1C(C(CC(O1)OC2CC(OC(C2O)C)OC3=CC4=CC5=C(C(=O)C(C(C5)C(C(=O)C(C(C)O)O)OC)OC6CC(C(C(O6)C)O)OC7CC(C(C(O7)C)O)OC8CC(C(C(O8)C)O)(C)O)C(=C4C(=C3C)O)O)O)O. Cell line: UACC62. Synergy scores: CSS=17.8, Synergy_ZIP=2.69, Synergy_Bliss=13.2, Synergy_Loewe=13.8, Synergy_HSA=13.8. (5) Drug 1: CC1=C(C=C(C=C1)NC2=NC=CC(=N2)N(C)C3=CC4=NN(C(=C4C=C3)C)C)S(=O)(=O)N.Cl. Drug 2: C1=CC(=CC=C1C#N)C(C2=CC=C(C=C2)C#N)N3C=NC=N3. Cell line: BT-549. Synergy scores: CSS=0.0370, Synergy_ZIP=2.13, Synergy_Bliss=4.28, Synergy_Loewe=3.08, Synergy_HSA=1.48. (6) Drug 1: C1=NC2=C(N1)C(=S)N=C(N2)N. Drug 2: C1=CC=C(C(=C1)C(C2=CC=C(C=C2)Cl)C(Cl)Cl)Cl. Cell line: LOX IMVI. Synergy scores: CSS=39.1, Synergy_ZIP=-2.24, Synergy_Bliss=-6.64, Synergy_Loewe=-29.8, Synergy_HSA=-5.78. (7) Drug 1: CN1C(=O)N2C=NC(=C2N=N1)C(=O)N. Drug 2: COCCOC1=C(C=C2C(=C1)C(=NC=N2)NC3=CC=CC(=C3)C#C)OCCOC.Cl. Cell line: OVCAR-8. Synergy scores: CSS=5.11, Synergy_ZIP=-1.55, Synergy_Bliss=-3.36, Synergy_Loewe=-3.64, Synergy_HSA=-1.30. (8) Drug 1: CC1OCC2C(O1)C(C(C(O2)OC3C4COC(=O)C4C(C5=CC6=C(C=C35)OCO6)C7=CC(=C(C(=C7)OC)O)OC)O)O. Drug 2: C1CNP(=O)(OC1)N(CCCl)CCCl. Cell line: HCT116. Synergy scores: CSS=54.4, Synergy_ZIP=0.435, Synergy_Bliss=1.08, Synergy_Loewe=-48.3, Synergy_HSA=2.41. (9) Drug 1: C1=NC2=C(N1)C(=S)N=C(N2)N. Drug 2: CCC(=C(C1=CC=CC=C1)C2=CC=C(C=C2)OCCN(C)C)C3=CC=CC=C3.C(C(=O)O)C(CC(=O)O)(C(=O)O)O. Cell line: 786-0. Synergy scores: CSS=40.9, Synergy_ZIP=-6.25, Synergy_Bliss=-5.09, Synergy_Loewe=-9.53, Synergy_HSA=-3.21. (10) Drug 1: COC1=CC(=CC(=C1O)OC)C2C3C(COC3=O)C(C4=CC5=C(C=C24)OCO5)OC6C(C(C7C(O6)COC(O7)C8=CC=CS8)O)O. Drug 2: CN(CC1=CN=C2C(=N1)C(=NC(=N2)N)N)C3=CC=C(C=C3)C(=O)NC(CCC(=O)O)C(=O)O. Cell line: OVCAR-8. Synergy scores: CSS=47.3, Synergy_ZIP=-6.92, Synergy_Bliss=-3.51, Synergy_Loewe=-4.21, Synergy_HSA=-0.538.